Dataset: Retrosynthesis with 50K atom-mapped reactions and 10 reaction types from USPTO. Task: Predict the reactants needed to synthesize the given product. (1) Given the product CS(=O)(=O)OC1CCN(c2nc(C(=O)OCc3ccc([N+](=O)[O-])cc3)cs2)CC1, predict the reactants needed to synthesize it. The reactants are: CS(=O)(=O)Cl.O=C(OCc1ccc([N+](=O)[O-])cc1)c1csc(N2CCC(O)CC2)n1. (2) Given the product CC(C)(C)OC(=O)N1CCN(c2nc(Cl)nc(NC3CCOCC3)c2[N+](=O)[O-])CC1, predict the reactants needed to synthesize it. The reactants are: CC(C)(C)OC(=O)N1CCNCC1.O=[N+]([O-])c1c(Cl)nc(Cl)nc1NC1CCOCC1. (3) Given the product CCCCOCCOc1ccc(-c2ccc3c(c2)C=C(C(=O)OC)CCN3Cc2nnn[nH]2)cc1, predict the reactants needed to synthesize it. The reactants are: CCCCOCCOc1ccc(-c2ccc3c(c2)C=C(C(=O)OC)CCN3)cc1.O=Cc1nnn[nH]1. (4) Given the product CCNC(=O)Nc1nc2cc(-c3cnc(N4CCC(C)(C(=O)O)CC4)nc3)cc(Br)c2s1, predict the reactants needed to synthesize it. The reactants are: CCNC(=O)Nc1nc2cc(-c3cnc(N4CCC(C)(C(=O)OCC)CC4)nc3)cc(Br)c2s1. (5) Given the product Cn1ncnc1-c1ccc(F)cc1C=O, predict the reactants needed to synthesize it. The reactants are: Cn1ncnc1-c1ccc(F)cc1CO. (6) Given the product C[C@H]1CNCCN1c1nc2cccnc2o1, predict the reactants needed to synthesize it. The reactants are: C[C@H]1CN(Cc2ccccc2)CCN1c1nc2cccnc2o1.